Dataset: Forward reaction prediction with 1.9M reactions from USPTO patents (1976-2016). Task: Predict the product of the given reaction. (1) Given the reactants [CH2:1]([O:5][C:6]1[CH:21]=[CH:20][C:9]([O:10][C:11]2[CH:19]=[CH:18][CH:17]=[CH:16][C:12]=2[C:13]([OH:15])=O)=[CH:8][CH:7]=1)[CH2:2][CH2:3][CH3:4].S(=O)(=O)(O)O, predict the reaction product. The product is: [CH2:1]([O:5][C:6]1[CH:7]=[CH:8][C:9]2[O:10][C:11]3[C:12](=[CH:16][CH:17]=[CH:18][CH:19]=3)[C:13](=[O:15])[C:20]=2[CH:21]=1)[CH2:2][CH2:3][CH3:4]. (2) Given the reactants [CH3:1][C:2]1([CH3:18])[CH2:7][N:6]([C:8]([O:10][C:11]([CH3:14])([CH3:13])[CH3:12])=[O:9])[CH2:5][C:4]2[CH:15]=[N:16][NH:17][C:3]1=2.[H-].[Na+].I[CH3:22], predict the reaction product. The product is: [CH3:22][N:17]1[C:3]2[C:2]([CH3:18])([CH3:1])[CH2:7][N:6]([C:8]([O:10][C:11]([CH3:12])([CH3:13])[CH3:14])=[O:9])[CH2:5][C:4]=2[CH:15]=[N:16]1. (3) Given the reactants [CH3:1][O:2][C:3](=[O:12])[C:4]1[C:5](=[CH:7][C:8]([CH3:11])=[CH:9][CH:10]=1)[OH:6].[S:13](O[S:13]([C:16]([F:19])([F:18])[F:17])(=[O:15])=[O:14])([C:16]([F:19])([F:18])[F:17])(=[O:15])=[O:14].Cl, predict the reaction product. The product is: [CH3:1][O:2][C:3](=[O:12])[C:4]1[CH:10]=[CH:9][C:8]([CH3:11])=[CH:7][C:5]=1[O:6][S:13]([C:16]([F:19])([F:18])[F:17])(=[O:15])=[O:14]. (4) Given the reactants C([O:4][CH2:5][C@@H:6]1[C@@H:11]([O:12]C(=O)C)[C@H:10]([O:16]C(=O)C)[C@@:9]([O:21]C(=O)C)([CH3:20])[C@@H:8]([O:25][C:26]2[CH:31]=[CH:30][C:29]([C:32]3[CH:37]=[CH:36][C:35]([O:38][C@@H:39]4[C@:44]([O:46]C(=O)C)([CH3:45])[C@@H:43]([O:50]C(=O)C)[C@H:42]([O:54]C(=O)C)[C@@H:41]([CH2:58][O:59]C(=O)C)[O:40]4)=[C:34]([CH3:63])[CH:33]=3)=[CH:28][C:27]=2[CH3:64])[O:7]1)(=O)C.C[O-].[Na+], predict the reaction product. The product is: [OH:59][CH2:58][C@H:41]1[O:40][C@H:39]([O:38][C:35]2[CH:36]=[CH:37][C:32]([C:29]3[CH:30]=[CH:31][C:26]([O:25][C@@H:8]4[C@:9]([OH:21])([CH3:20])[C@@H:10]([OH:16])[C@H:11]([OH:12])[C@@H:6]([CH2:5][OH:4])[O:7]4)=[C:27]([CH3:64])[CH:28]=3)=[CH:33][C:34]=2[CH3:63])[C@@:44]([CH3:45])([OH:46])[C@@H:43]([OH:50])[C@@H:42]1[OH:54]. (5) Given the reactants [CH:1]1([NH2:4])[CH2:3][CH2:2]1.[C:5](O)(=O)[CH3:6].[BH-](O[C:19]([CH3:21])=O)(OC(C)=O)OC(C)=O.[Na+].C([O-])(O)=O.[Na+].[CH3:28][C:29]#N, predict the reaction product. The product is: [CH2:3]1[C@@H:1]([NH2:4])[C@@H:2]1[C:6]1[CH:5]=[CH:21][CH:19]=[CH:29][CH:28]=1. (6) Given the reactants [O:1]=[C:2]1[CH2:10][C:9]2[C:4](=[CH:5][CH:6]=[C:7]([C:11]([OH:13])=[O:12])[CH:8]=2)[NH:3]1.[O:14]=[C:15]1[C:20]2=[CH:21][NH:22][C:23]([CH:24]=O)=[C:19]2[CH2:18][CH2:17][NH:16]1.N1CCCCC1, predict the reaction product. The product is: [O:1]=[C:2]1[C:10](=[CH:24][C:23]2[NH:22][CH:21]=[C:20]3[C:19]=2[CH2:18][CH2:17][NH:16][C:15]3=[O:14])[C:9]2[C:4](=[CH:5][CH:6]=[C:7]([C:11]([OH:13])=[O:12])[CH:8]=2)[NH:3]1. (7) Given the reactants C(O)(C(F)(F)F)=O.OC(C(F)(F)F)=O.[CH3:15][N:16]1[CH:20]=[C:19]([S:21]([N:24]2[C:32]3[CH:31]=[CH:30][C:29]([C:33]([N:35]4[CH2:40][CH2:39][CH:38]([CH3:41])[CH2:37][CH2:36]4)=[O:34])=[CH:28][C:27]=3[C:26]3[CH2:42][NH:43][CH2:44][CH2:45][C:25]2=3)(=[O:23])=[O:22])[N:18]=[CH:17]1.[O:46]1[CH2:51][CH2:50][C:49](=O)[CH2:48][CH2:47]1, predict the reaction product. The product is: [CH3:15][N:16]1[CH:20]=[C:19]([S:21]([N:24]2[C:32]3[CH:31]=[CH:30][C:29]([C:33]([N:35]4[CH2:40][CH2:39][CH:38]([CH3:41])[CH2:37][CH2:36]4)=[O:34])=[CH:28][C:27]=3[C:26]3[CH2:42][N:43]([CH:49]4[CH2:50][CH2:51][O:46][CH2:47][CH2:48]4)[CH2:44][CH2:45][C:25]2=3)(=[O:22])=[O:23])[N:18]=[CH:17]1. (8) Given the reactants C(O[C:5](=[O:33])[C:6]1[CH:11]=[CH:10][CH:9]=[C:8]([C:12]2[CH2:13][C:14](=[O:32])[NH:15][C:16]3[CH:22]=[C:21]([C:23]4[CH:28]=[CH:27]C=[C:25]([CH2:29][F:30])[CH:24]=4)[C:20](C)=[CH:19][C:17]=3[N:18]=2)[CH:7]=1)C=C.O.[NH2:35][NH2:36], predict the reaction product. The product is: [F:30][C:29]1[CH:27]=[CH:28][C:23]([C:21]2[CH:20]=[CH:19][C:17]3[N:18]=[C:12]([C:8]4[CH:7]=[C:6]([CH:11]=[CH:10][CH:9]=4)[C:5]([NH:35][NH2:36])=[O:33])[CH2:13][C:14](=[O:32])[NH:15][C:16]=3[CH:22]=2)=[CH:24][CH:25]=1. (9) Given the reactants [CH3:1][O:2][C:3]1[CH:7]=[C:6]([C:8]([OH:10])=O)[O:5][N:4]=1.C(Cl)(=O)C([Cl:14])=O, predict the reaction product. The product is: [CH3:1][O:2][C:3]1[CH:7]=[C:6]([C:8]([Cl:14])=[O:10])[O:5][N:4]=1. (10) The product is: [Cl:10][C:11]1[CH:12]=[CH:13][C:14]([N:44]2[CH:48]=[C:47]([C:49]([F:51])([F:50])[F:52])[N:46]=[N:45]2)=[C:15]([C:17]2[N:18]=[CH:19][N:20]([C@@H:24]3[C:40]4[CH:41]=[C:36]([CH:37]=[CH:38][N:39]=4)[C:35]4[N:34]([C:2]5[CH:7]=[C:6]([O:8][CH3:9])[N:5]=[CH:4][N:3]=5)[N:33]=[CH:32][C:31]=4[NH:30][C:29](=[O:42])[C@H:28]([CH3:43])[CH2:27][CH2:26][CH2:25]3)[C:21](=[O:23])[CH:22]=2)[CH:16]=1. Given the reactants I[C:2]1[CH:7]=[C:6]([O:8][CH3:9])[N:5]=[CH:4][N:3]=1.[Cl:10][C:11]1[CH:12]=[CH:13][C:14]([N:44]2[CH:48]=[C:47]([C:49]([F:52])([F:51])[F:50])[N:46]=[N:45]2)=[C:15]([C:17]2[N:18]=[CH:19][N:20]([C@@H:24]3[C:40]4[CH:41]=[C:36]([CH:37]=[CH:38][N:39]=4)[C:35]4[NH:34][N:33]=[CH:32][C:31]=4[NH:30][C:29](=[O:42])[C@H:28]([CH3:43])[CH2:27][CH2:26][CH2:25]3)[C:21](=[O:23])[CH:22]=2)[CH:16]=1, predict the reaction product.